Task: Predict the product of the given reaction.. Dataset: Forward reaction prediction with 1.9M reactions from USPTO patents (1976-2016) (1) Given the reactants [CH3:1][N:2]([CH2:18][C:19]([OH:21])=O)[NH:3][C:4](=[O:17])[NH:5][CH2:6][C:7]1[C:16]2[C:11](=[CH:12][CH:13]=[CH:14][CH:15]=2)[CH:10]=[CH:9][CH:8]=1.[NH2:22][C@@H:23]([CH3:46])[C:24]([N:26]([CH2:36][C:37]1[C:38]2[CH:45]=[CH:44][CH:43]=[CH:42][C:39]=2[S:40][CH:41]=1)[C@@H:27]([CH3:35])[CH:28]([O:32][CH2:33][CH3:34])[O:29][CH2:30][CH3:31])=[O:25], predict the reaction product. The product is: [S:40]1[CH:41]=[C:37]([CH2:36][N:26]([C@@H:27]([CH3:35])[CH:28]([O:32][CH2:33][CH3:34])[O:29][CH2:30][CH3:31])[C:24](=[O:25])[C@@H:23]([NH:22][C:19](=[O:21])[CH2:18][N:2]([CH3:1])[NH:3][C:4]([NH:5][CH2:6][C:7]2[C:16]3[C:11](=[CH:12][CH:13]=[CH:14][CH:15]=3)[CH:10]=[CH:9][CH:8]=2)=[O:17])[CH3:46])[C:38]2[CH:45]=[CH:44][CH:43]=[CH:42][C:39]1=2. (2) Given the reactants [CH2:1]([O:8][C:9]1[CH:10]=[C:11]([CH:27]=[CH:28][CH:29]=1)[CH2:12][O:13][C:14]1[C:19]2[CH:20]=[C:21]([C:23](=[O:25])[CH3:24])[O:22][C:18]=2[CH:17]=[C:16]([OH:26])[CH:15]=1)[C:2]1[CH:7]=[CH:6][CH:5]=[CH:4][CH:3]=1.C([O-])([O-])=O.[K+].[K+].Cl[C:37]([F:42])([F:41])C(O)=O, predict the reaction product. The product is: [CH2:1]([O:8][C:9]1[CH:10]=[C:11]([CH:27]=[CH:28][CH:29]=1)[CH2:12][O:13][C:14]1[C:19]2[CH:20]=[C:21]([C:23](=[O:25])[CH3:24])[O:22][C:18]=2[CH:17]=[C:16]([O:26][CH:37]([F:42])[F:41])[CH:15]=1)[C:2]1[CH:3]=[CH:4][CH:5]=[CH:6][CH:7]=1.